From a dataset of Merck oncology drug combination screen with 23,052 pairs across 39 cell lines. Regression. Given two drug SMILES strings and cell line genomic features, predict the synergy score measuring deviation from expected non-interaction effect. (1) Drug 1: C#Cc1cccc(Nc2ncnc3cc(OCCOC)c(OCCOC)cc23)c1. Drug 2: Cn1c(=O)n(-c2ccc(C(C)(C)C#N)cc2)c2c3cc(-c4cnc5ccccc5c4)ccc3ncc21. Cell line: T47D. Synergy scores: synergy=142. (2) Drug 1: CN(C)C(=N)N=C(N)N. Drug 2: CC1(c2nc3c(C(N)=O)cccc3[nH]2)CCCN1. Cell line: LOVO. Synergy scores: synergy=-5.39. (3) Drug 1: CS(=O)(=O)CCNCc1ccc(-c2ccc3ncnc(Nc4ccc(OCc5cccc(F)c5)c(Cl)c4)c3c2)o1. Drug 2: CC1(c2nc3c(C(N)=O)cccc3[nH]2)CCCN1. Cell line: NCIH2122. Synergy scores: synergy=-4.88. (4) Drug 2: CS(=O)(=O)CCNCc1ccc(-c2ccc3ncnc(Nc4ccc(OCc5cccc(F)c5)c(Cl)c4)c3c2)o1. Synergy scores: synergy=9.48. Cell line: ES2. Drug 1: O=C(CCCCCCC(=O)Nc1ccccc1)NO. (5) Drug 1: O=S1(=O)NC2(CN1CC(F)(F)F)C1CCC2Cc2cc(C=CCN3CCC(C(F)(F)F)CC3)ccc2C1. Drug 2: CCC1(O)CC2CN(CCc3c([nH]c4ccccc34)C(C(=O)OC)(c3cc4c(cc3OC)N(C)C3C(O)(C(=O)OC)C(OC(C)=O)C5(CC)C=CCN6CCC43C65)C2)C1. Cell line: LOVO. Synergy scores: synergy=21.2. (6) Drug 1: CCC1(O)C(=O)OCc2c1cc1n(c2=O)Cc2cc3c(CN(C)C)c(O)ccc3nc2-1. Drug 2: Cn1c(=O)n(-c2ccc(C(C)(C)C#N)cc2)c2c3cc(-c4cnc5ccccc5c4)ccc3ncc21. Cell line: LNCAP. Synergy scores: synergy=68.8. (7) Drug 2: O=C(O)C1(Cc2cccc(Nc3nccs3)n2)CCC(Oc2cccc(Cl)c2F)CC1. Cell line: COLO320DM. Synergy scores: synergy=3.57. Drug 1: Nc1ccn(C2OC(CO)C(O)C2(F)F)c(=O)n1. (8) Drug 1: COc1cc(C2c3cc4c(cc3C(OC3OC5COC(C)OC5C(O)C3O)C3COC(=O)C23)OCO4)cc(OC)c1O. Drug 2: O=C(O)C1(Cc2cccc(Nc3nccs3)n2)CCC(Oc2cccc(Cl)c2F)CC1. Cell line: A2058. Synergy scores: synergy=-0.715.